This data is from Forward reaction prediction with 1.9M reactions from USPTO patents (1976-2016). The task is: Predict the product of the given reaction. (1) Given the reactants Br[C:2]1[C:3]([O:27][C:28]2[C:29]([CH3:34])=[N:30][CH:31]=[CH:32][CH:33]=2)=[CH:4][C:5]([NH:8][C:9]2[S:10][CH:11]=[C:12]([CH:14]3[CH2:19][CH2:18][N:17]([C:20]([O:22][C:23]([CH3:26])([CH3:25])[CH3:24])=[O:21])[CH2:16][CH2:15]3)[N:13]=2)=[N:6][CH:7]=1.CC1(C)C2C(=C(P(C3C=CC=CC=3)C3C=CC=CC=3)C=CC=2)OC2C(P(C3C=CC=CC=3)C3C=CC=CC=3)=CC=CC1=2.[O-]P([O-])([O-])=O.[K+].[K+].[K+].[CH3:85][O:86][C:87]1[CH:88]=[C:89]([SH:93])[CH:90]=[CH:91][CH:92]=1, predict the reaction product. The product is: [CH3:85][O:86][C:87]1[CH:88]=[C:89]([S:93][C:2]2[C:3]([O:27][C:28]3[C:29]([CH3:34])=[N:30][CH:31]=[CH:32][CH:33]=3)=[CH:4][C:5]([NH:8][C:9]3[S:10][CH:11]=[C:12]([CH:14]4[CH2:19][CH2:18][N:17]([C:20]([O:22][C:23]([CH3:26])([CH3:25])[CH3:24])=[O:21])[CH2:16][CH2:15]4)[N:13]=3)=[N:6][CH:7]=2)[CH:90]=[CH:91][CH:92]=1. (2) Given the reactants Cl[C:2]1[C:7]([Cl:8])=[CH:6][C:5]([C:9]([F:12])([F:11])[F:10])=[CH:4][N:3]=1.[CH2:13]([N:15]1[C:23]2[C:18](=[CH:19][C:20]([CH2:24][NH:25][S:26]([C:29]3[CH:38]=[CH:37][C:32]([C:33]([O:35][CH3:36])=[O:34])=[CH:31][CH:30]=3)(=[O:28])=[O:27])=[CH:21][CH:22]=2)[CH:17]=[N:16]1)[CH3:14], predict the reaction product. The product is: [Cl:8][C:7]1[C:2]([N:25]([CH2:24][C:20]2[CH:19]=[C:18]3[C:23](=[CH:22][CH:21]=2)[N:15]([CH2:13][CH3:14])[N:16]=[CH:17]3)[S:26]([C:29]2[CH:30]=[CH:31][C:32]([C:33]([O:35][CH3:36])=[O:34])=[CH:37][CH:38]=2)(=[O:28])=[O:27])=[N:3][CH:4]=[C:5]([C:9]([F:12])([F:11])[F:10])[CH:6]=1. (3) Given the reactants Br[C:2]1[C:3]([N:19]2[CH2:24][CH2:23][O:22][CH2:21][CH2:20]2)=[N:4][C:5]([NH:8][C:9]2[CH:14]=[CH:13][C:12]([F:15])=[C:11]([N+:16]([O-:18])=[O:17])[CH:10]=2)=[N:6][CH:7]=1.B([C:28](=[CH:34][C:35]1[CH:40]=[CH:39][CH:38]=[CH:37][CH:36]=1)[C:29]([O:31][CH2:32][CH3:33])=[O:30])(O)O.CC(C1C=C(C(C)C)C(C2C=CC=CC=2P(C2CCCCC2)C2CCCCC2)=C(C(C)C)C=1)C.C(=O)([O-])[O-].[Na+].[Na+], predict the reaction product. The product is: [CH2:32]([O:31][C:29](=[O:30])[CH:28]=[CH:34][C:35]1[CH:40]=[CH:39][CH:38]=[C:37]([C:2]2[C:3]([N:19]3[CH2:24][CH2:23][O:22][CH2:21][CH2:20]3)=[N:4][C:5]([NH:8][C:9]3[CH:14]=[CH:13][C:12]([F:15])=[C:11]([N+:16]([O-:18])=[O:17])[CH:10]=3)=[N:6][CH:7]=2)[CH:36]=1)[CH3:33]. (4) Given the reactants [CH3:1][C:2]1[C:3]2[N:4]([CH:18]=[CH:19][N:20]=2)[CH:5]=[C:6]([C:8]2[CH:13]=[CH:12][C:11]([C:14]([F:17])([F:16])[F:15])=[CH:10][CH:9]=2)[CH:7]=1.C([O-])(=O)C.[Na+].[I:26]Cl, predict the reaction product. The product is: [I:26][C:18]1[N:4]2[CH:5]=[C:6]([C:8]3[CH:13]=[CH:12][C:11]([C:14]([F:16])([F:15])[F:17])=[CH:10][CH:9]=3)[CH:7]=[C:2]([CH3:1])[C:3]2=[N:20][CH:19]=1.